This data is from NCI-60 drug combinations with 297,098 pairs across 59 cell lines. The task is: Regression. Given two drug SMILES strings and cell line genomic features, predict the synergy score measuring deviation from expected non-interaction effect. (1) Drug 1: CCC(=C(C1=CC=CC=C1)C2=CC=C(C=C2)OCCN(C)C)C3=CC=CC=C3.C(C(=O)O)C(CC(=O)O)(C(=O)O)O. Drug 2: CC12CCC3C(C1CCC2OP(=O)(O)O)CCC4=C3C=CC(=C4)OC(=O)N(CCCl)CCCl.[Na+]. Cell line: SNB-75. Synergy scores: CSS=16.3, Synergy_ZIP=-4.38, Synergy_Bliss=0.319, Synergy_Loewe=-0.0955, Synergy_HSA=-0.620. (2) Drug 1: C1CC(C1)(C(=O)O)C(=O)O.[NH2-].[NH2-].[Pt+2]. Drug 2: CC(C)(C#N)C1=CC(=CC(=C1)CN2C=NC=N2)C(C)(C)C#N. Cell line: A498. Synergy scores: CSS=8.20, Synergy_ZIP=-6.85, Synergy_Bliss=-7.41, Synergy_Loewe=-2.20, Synergy_HSA=-2.12. (3) Synergy scores: CSS=30.3, Synergy_ZIP=0.992, Synergy_Bliss=1.42, Synergy_Loewe=-6.53, Synergy_HSA=2.22. Drug 2: N.N.Cl[Pt+2]Cl. Cell line: DU-145. Drug 1: COC1=C(C=C2C(=C1)N=CN=C2NC3=CC(=C(C=C3)F)Cl)OCCCN4CCOCC4. (4) Drug 1: CC1=C2C(C(=O)C3(C(CC4C(C3C(C(C2(C)C)(CC1OC(=O)C(C(C5=CC=CC=C5)NC(=O)C6=CC=CC=C6)O)O)OC(=O)C7=CC=CC=C7)(CO4)OC(=O)C)O)C)OC(=O)C. Drug 2: C(CCl)NC(=O)N(CCCl)N=O. Cell line: OVCAR-5. Synergy scores: CSS=51.7, Synergy_ZIP=5.98, Synergy_Bliss=2.65, Synergy_Loewe=-32.4, Synergy_HSA=2.61. (5) Drug 1: CS(=O)(=O)C1=CC(=C(C=C1)C(=O)NC2=CC(=C(C=C2)Cl)C3=CC=CC=N3)Cl. Drug 2: CC1=C2C(C(=O)C3(C(CC4C(C3C(C(C2(C)C)(CC1OC(=O)C(C(C5=CC=CC=C5)NC(=O)OC(C)(C)C)O)O)OC(=O)C6=CC=CC=C6)(CO4)OC(=O)C)OC)C)OC. Cell line: UACC62. Synergy scores: CSS=58.0, Synergy_ZIP=13.9, Synergy_Bliss=16.2, Synergy_Loewe=-4.35, Synergy_HSA=16.0. (6) Drug 1: CCC1(CC2CC(C3=C(CCN(C2)C1)C4=CC=CC=C4N3)(C5=C(C=C6C(=C5)C78CCN9C7C(C=CC9)(C(C(C8N6C)(C(=O)OC)O)OC(=O)C)CC)OC)C(=O)OC)O.OS(=O)(=O)O. Drug 2: CN(CCCl)CCCl.Cl. Cell line: HOP-62. Synergy scores: CSS=10.3, Synergy_ZIP=-3.73, Synergy_Bliss=-1.89, Synergy_Loewe=-5.64, Synergy_HSA=-6.44. (7) Drug 1: CC1=C2C(C(=O)C3(C(CC4C(C3C(C(C2(C)C)(CC1OC(=O)C(C(C5=CC=CC=C5)NC(=O)C6=CC=CC=C6)O)O)OC(=O)C7=CC=CC=C7)(CO4)OC(=O)C)O)C)OC(=O)C. Drug 2: C1=NC2=C(N1)C(=S)N=CN2. Cell line: KM12. Synergy scores: CSS=37.9, Synergy_ZIP=-7.75, Synergy_Bliss=-4.70, Synergy_Loewe=-5.86, Synergy_HSA=-4.09. (8) Synergy scores: CSS=25.9, Synergy_ZIP=-5.48, Synergy_Bliss=7.00, Synergy_Loewe=-6.48, Synergy_HSA=3.09. Drug 1: C1CN1P(=S)(N2CC2)N3CC3. Cell line: IGROV1. Drug 2: CS(=O)(=O)CCNCC1=CC=C(O1)C2=CC3=C(C=C2)N=CN=C3NC4=CC(=C(C=C4)OCC5=CC(=CC=C5)F)Cl. (9) Drug 1: CC12CCC3C(C1CCC2O)C(CC4=C3C=CC(=C4)O)CCCCCCCCCS(=O)CCCC(C(F)(F)F)(F)F. Synergy scores: CSS=3.07, Synergy_ZIP=-1.07, Synergy_Bliss=-3.64, Synergy_Loewe=-28.1, Synergy_HSA=-4.49. Drug 2: CN(CC1=CN=C2C(=N1)C(=NC(=N2)N)N)C3=CC=C(C=C3)C(=O)NC(CCC(=O)O)C(=O)O. Cell line: SK-MEL-5.